Regression. Given a peptide amino acid sequence and an MHC pseudo amino acid sequence, predict their binding affinity value. This is MHC class I binding data. From a dataset of Peptide-MHC class I binding affinity with 185,985 pairs from IEDB/IMGT. (1) The peptide sequence is ALPRNMVIT. The MHC is HLA-A02:01 with pseudo-sequence HLA-A02:01. The binding affinity (normalized) is 0.128. (2) The peptide sequence is WQQWDRQSL. The MHC is BoLA-D18.4 with pseudo-sequence BoLA-D18.4. The binding affinity (normalized) is 0.661.